From a dataset of Forward reaction prediction with 1.9M reactions from USPTO patents (1976-2016). Predict the product of the given reaction. (1) Given the reactants [NH2:1][C:2]1[C:3]2[C:10]([C:11]#[N:12])=[C:9](Br)[N:8]([C@@H:14]3[O:22][C@H:21]([CH2:23][O:24]C(=O)C4C=CC=CC=4)[C@@H:20]([CH3:33])[C@H:15]3[O:16]C(=O)C)[C:4]=2[N:5]=[CH:6][N:7]=1.C([O-])=[O:35].[NH4+], predict the reaction product. The product is: [NH2:1][C:2]1[C:3]2[C:10]([C:11]([NH2:12])=[O:35])=[CH:9][N:8]([C@@H:14]3[O:22][C@H:21]([CH2:23][OH:24])[C@@H:20]([CH3:33])[C@H:15]3[OH:16])[C:4]=2[N:5]=[CH:6][N:7]=1. (2) The product is: [C:20]([O:19][C:18]([NH:17][CH:12]([C:8]1([C:5]2[CH:6]=[CH:7][C:2]([O:1][CH2:32][C:33]([O:35][CH2:36][CH3:37])=[O:34])=[CH:3][CH:4]=2)[CH2:9][CH2:10][CH2:11]1)[CH2:13][CH:14]([CH3:16])[CH3:15])=[O:24])([CH3:22])([CH3:21])[CH3:23]. Given the reactants [OH:1][C:2]1[CH:7]=[CH:6][C:5]([C:8]2([CH:12]([NH:17][C:18](=[O:24])[O:19][C:20]([CH3:23])([CH3:22])[CH3:21])[CH2:13][CH:14]([CH3:16])[CH3:15])[CH2:11][CH2:10][CH2:9]2)=[CH:4][CH:3]=1.C(=O)([O-])[O-].[Cs+].[Cs+].Br[CH2:32][C:33]([O:35][CH2:36][CH3:37])=[O:34], predict the reaction product. (3) The product is: [F:40][C:41]1[CH:46]=[CH:45][CH:44]=[CH:43][C:42]=1[C:47]1[CH2:52][CH2:51][N:50]([C:15]([C:13]2[CH:12]=[CH:11][CH:10]=[C:9]([N:6]3[CH2:5][CH2:4][N:3]([CH3:2])[CH2:8][CH2:7]3)[N:14]=2)=[O:17])[CH2:49][CH:48]=1. Given the reactants Cl.[CH3:2][N:3]1[CH2:8][CH2:7][N:6]([C:9]2[N:14]=[C:13]([C:15]([OH:17])=O)[CH:12]=[CH:11][CH:10]=2)[CH2:5][CH2:4]1.C(Cl)(=O)C(Cl)=O.CN1CCN(C2N=C(C(Cl)=O)C=CC=2)CC1.[F:40][C:41]1[CH:46]=[CH:45][CH:44]=[CH:43][C:42]=1[C:47]1[CH2:48][CH2:49][NH:50][CH2:51][CH:52]=1.C(N(CC)CC)C, predict the reaction product. (4) The product is: [C:6]([O:5][C:3](=[O:4])[CH2:2][N:26]1[C:27](=[O:29])[CH2:28][CH:23]([C:19]2[CH:20]=[CH:21][CH:22]=[C:17]([Cl:16])[CH:18]=2)[C:24]([C:31]([O:33][CH3:34])=[O:32])=[C:25]1[CH3:30])([CH3:9])([CH3:8])[CH3:7]. Given the reactants Br[CH2:2][C:3]([O:5][C:6]([CH3:9])([CH3:8])[CH3:7])=[O:4].C(=O)([O-])[O-].[K+].[K+].[Cl:16][C:17]1[CH:18]=[C:19]([CH:23]2[CH2:28][C:27](=[O:29])[NH:26][C:25]([CH3:30])=[C:24]2[C:31]([O:33][CH3:34])=[O:32])[CH:20]=[CH:21][CH:22]=1, predict the reaction product. (5) Given the reactants [CH:1]([N:4](CC)C(C)C)(C)[CH3:2].[CH:10]1[C:22]2[CH:21]([CH2:23][O:24][C:25]([NH:27][C:28]3([C:32](O)=[O:33])[CH2:31][CH2:30][CH2:29]3)=[O:26])[C:20]3[C:15](=[CH:16][CH:17]=[CH:18][CH:19]=3)[C:14]=2[CH:13]=[CH:12][CH:11]=1.[C:35]([O:39]C(NC1(C(O)=O)CC1)=O)(C)(C)C.C1CN([P+]([O:65]N2N=NC3C=CC=CC2=3)(N2CCCC2)N2CCCC2)CC1.F[P-](F)(F)(F)(F)F.Cl.NCC(OC)=O.C(C1CC1(N)C(O)=O)(OCC1C2C(=CC=CC=2)C2C1=CC=CC=2)=O, predict the reaction product. The product is: [CH3:35][O:39][C:2](=[O:65])[CH2:1][NH:4][C:32]([C:28]1([NH:27][C:25]([O:24][CH2:23][CH:21]2[C:22]3[CH:10]=[CH:11][CH:12]=[CH:13][C:14]=3[C:15]3[C:20]2=[CH:19][CH:18]=[CH:17][CH:16]=3)=[O:26])[CH2:31][CH2:30][CH2:29]1)=[O:33]. (6) Given the reactants [CH3:1][O:2][CH2:3][CH2:4][OH:5].[H-].[Na+].[CH3:8][C:9]1[CH:14]=[C:13]([C:15]2[NH:24][C:23](=[O:25])[C:22]3[C:17](=[CH:18][C:19]([F:27])=[CH:20][C:21]=3F)[N:16]=2)[CH:12]=[C:11]([CH3:28])[N:10]=1.O, predict the reaction product. The product is: [CH3:8][C:9]1[CH:14]=[C:13]([C:15]2[NH:24][C:23](=[O:25])[C:22]3[C:17](=[CH:18][C:19]([F:27])=[CH:20][C:21]=3[O:5][CH2:4][CH2:3][O:2][CH3:1])[N:16]=2)[CH:12]=[C:11]([CH3:28])[N:10]=1. (7) Given the reactants [NH2:1][C:2]1[C:3]2[C:4](=[N:13][N:14]([CH2:24][C:25]3[C:34]4[C:29](=[CH:30][CH:31]=[C:32]([Cl:35])[CH:33]=4)[N:28]=[CH:27][CH:26]=3)[C:15]=2[C:16]2[N:20]([CH3:21])[CH:19]=[C:18]([C:22]#[N:23])[CH:17]=2)[N:5]([CH2:9][CH:10]2[CH2:12][CH2:11]2)[C:6](=[O:8])[N:7]=1.[CH2:36]1[CH2:46]CN2C(=NCCC2)C[CH2:37]1.ClCC(=O)C.O, predict the reaction product. The product is: [Cl:35][C:32]1[CH:33]=[C:34]2[C:29](=[CH:30][CH:31]=1)[N:28]=[CH:27][CH:26]=[C:25]2[CH2:24][N:14]1[C:15]([C:16]2[N:20]([CH3:21])[CH:19]=[C:18]([C:22]#[N:23])[CH:17]=2)=[C:3]2[C:2]3[N:7]([C:36]([CH3:46])=[CH:37][N:1]=3)[C:6](=[O:8])[N:5]([CH2:9][CH:10]3[CH2:12][CH2:11]3)[C:4]2=[N:13]1. (8) Given the reactants FC1C=C[C:5]([N:8]2[C:17](=[O:18])[C:16]3[C:11](=[CH:12][CH:13]=[CH:14][CH:15]=3)[N:10]=[C:9]2[CH:19]([NH:21][CH3:22])[CH3:20])=CC=1.[C:23]([C:27]1[CH:35]=[CH:34][C:30]([C:31](Cl)=[O:32])=[CH:29][CH:28]=1)([CH3:26])([CH3:25])[CH3:24], predict the reaction product. The product is: [C:23]([C:27]1[CH:28]=[CH:29][C:30]([C:31]([N:21]([CH3:22])[CH:19]([C:9]2[N:8]([CH3:5])[C:17](=[O:18])[C:16]3[C:11](=[CH:12][CH:13]=[CH:14][CH:15]=3)[N:10]=2)[CH3:20])=[O:32])=[CH:34][CH:35]=1)([CH3:26])([CH3:24])[CH3:25]. (9) Given the reactants [CH3:1][N:2]1[CH:6]=[C:5]([N:7]2[CH:12]=[CH:11][C:10](=[O:13])[C:9]([CH2:14][C:15]3[CH:16]=[C:17]([NH:21][C:22](=[O:29])[O:23][CH2:24][CH:25]([F:28])[CH2:26][NH2:27])[CH:18]=[CH:19][CH:20]=3)=[N:8]2)[CH:4]=[N:3]1.Br[CH2:31][CH2:32][O:33][CH2:34][CH2:35]Br.CCN(C(C)C)C(C)C, predict the reaction product. The product is: [CH3:1][N:2]1[CH:6]=[C:5]([N:7]2[CH:12]=[CH:11][C:10](=[O:13])[C:9]([CH2:14][C:15]3[CH:16]=[C:17]([NH:21][C:22](=[O:29])[O:23][CH2:24][CH:25]([F:28])[CH2:26][N:27]4[CH2:35][CH2:34][O:33][CH2:32][CH2:31]4)[CH:18]=[CH:19][CH:20]=3)=[N:8]2)[CH:4]=[N:3]1.